This data is from NCI-60 drug combinations with 297,098 pairs across 59 cell lines. The task is: Regression. Given two drug SMILES strings and cell line genomic features, predict the synergy score measuring deviation from expected non-interaction effect. (1) Synergy scores: CSS=18.6, Synergy_ZIP=-3.86, Synergy_Bliss=-8.41, Synergy_Loewe=-34.8, Synergy_HSA=-7.24. Drug 1: CC1=C2C(C(=O)C3(C(CC4C(C3C(C(C2(C)C)(CC1OC(=O)C(C(C5=CC=CC=C5)NC(=O)OC(C)(C)C)O)O)OC(=O)C6=CC=CC=C6)(CO4)OC(=O)C)OC)C)OC. Drug 2: C1C(C(OC1N2C=NC3=C2NC=NCC3O)CO)O. Cell line: HOP-62. (2) Drug 1: C1=C(C(=O)NC(=O)N1)F. Drug 2: CCN(CC)CCNC(=O)C1=C(NC(=C1C)C=C2C3=C(C=CC(=C3)F)NC2=O)C. Cell line: 786-0. Synergy scores: CSS=13.1, Synergy_ZIP=-1.44, Synergy_Bliss=-6.71, Synergy_Loewe=-9.63, Synergy_HSA=-8.94. (3) Drug 1: CC(C)CN1C=NC2=C1C3=CC=CC=C3N=C2N. Drug 2: C(CCl)NC(=O)N(CCCl)N=O. Cell line: NCI-H522. Synergy scores: CSS=32.2, Synergy_ZIP=-4.33, Synergy_Bliss=-1.06, Synergy_Loewe=5.54, Synergy_HSA=3.21. (4) Drug 1: CCCCCOC(=O)NC1=NC(=O)N(C=C1F)C2C(C(C(O2)C)O)O. Drug 2: CC1CCCC2(C(O2)CC(NC(=O)CC(C(C(=O)C(C1O)C)(C)C)O)C(=CC3=CSC(=N3)C)C)C. Cell line: SN12C. Synergy scores: CSS=38.4, Synergy_ZIP=2.64, Synergy_Bliss=1.08, Synergy_Loewe=-29.5, Synergy_HSA=-0.147.